From a dataset of CYP3A4 inhibition data for predicting drug metabolism from PubChem BioAssay. Regression/Classification. Given a drug SMILES string, predict its absorption, distribution, metabolism, or excretion properties. Task type varies by dataset: regression for continuous measurements (e.g., permeability, clearance, half-life) or binary classification for categorical outcomes (e.g., BBB penetration, CYP inhibition). Dataset: cyp3a4_veith. (1) The compound is CCNC(=S)NNC(=O)c1cccc(Br)c1. The result is 0 (non-inhibitor). (2) The molecule is CC(C)=NOC[C@@H](O)COCc1ccco1. The result is 0 (non-inhibitor). (3) The molecule is N#Cc1cccc(-c2nc(NCc3cccs3)c3ccccc3n2)c1. The result is 1 (inhibitor). (4) The compound is NCCS(=O)(=O)O. The result is 0 (non-inhibitor). (5) The drug is O=C(OCc1cccc(F)c1)c1ccc2c(c1)-c1ccccc1C2=O. The result is 0 (non-inhibitor). (6) The drug is Cl.O=C1CN=C(Nc2ccccc2)N1Cc1cccs1. The result is 0 (non-inhibitor). (7) The result is 0 (non-inhibitor). The compound is CC(=O)Nc1ccccc1C(=O)OCC(=O)c1ccc2ccccc2c1.